From a dataset of Reaction yield outcomes from USPTO patents with 853,638 reactions. Predict the reaction yield, written as a fraction of the theoretical maximum amount of product (1.0 means a 100% yield; for example, 0.34 means a 34% yield). (1) The product is [CH3:11][C:10]1[O:9][N:8]=[C:7]([C:12]2[CH:13]=[CH:14][CH:15]=[CH:16][CH:17]=2)[C:6]=1[C:4]1[N:3]=[CH:2][N:1]([C:24]2[CH:25]=[C:20]([CH:21]=[CH:22][CH:23]=2)[C:18]#[N:19])[CH:5]=1. No catalyst specified. The reactants are [NH:1]1[CH:5]=[C:4]([C:6]2[C:7]([C:12]3[CH:17]=[CH:16][CH:15]=[CH:14][CH:13]=3)=[N:8][O:9][C:10]=2[CH3:11])[N:3]=[CH:2]1.[C:18]([C:20]1[CH:21]=[C:22](B(O)O)[CH:23]=[CH:24][CH:25]=1)#[N:19]. The yield is 0.300. (2) The reactants are [C-:1]#[N:2].[K+].[CH3:4][O:5][C:6]1[CH:11]=[CH:10][C:9]([C:12]2[CH:17]=[CH:16][CH:15]=[C:14]([CH2:18]Cl)[C:13]=2[CH2:20][CH3:21])=[CH:8][CH:7]=1. The catalyst is C(OCC)(=O)C. The product is [CH2:20]([C:13]1[C:14]([CH2:18][C:1]#[N:2])=[CH:15][CH:16]=[CH:17][C:12]=1[C:9]1[CH:10]=[CH:11][C:6]([O:5][CH3:4])=[CH:7][CH:8]=1)[CH3:21]. The yield is 0.830. (3) The reactants are [CH2:1]([C:3]1[CH:4]=[C:5]2[C:9](=[CH:10][CH:11]=1)[NH:8][CH:7]=[C:6]2[CH2:12][CH:13](C(O)=O)[C:14]([OH:16])=[O:15])[CH3:2].C(=O)=O. No catalyst specified. The product is [CH2:1]([C:3]1[CH:4]=[C:5]2[C:9](=[CH:10][CH:11]=1)[NH:8][CH:7]=[C:6]2[CH2:12][CH2:13][C:14]([OH:16])=[O:15])[CH3:2]. The yield is 0.577. (4) The reactants are [C:1]([O:5][C:6](=[O:19])[NH:7][CH2:8][C:9]1([C:16](=O)[NH2:17])[CH2:11][CH:10]1[CH2:12][CH:13]([CH3:15])[CH3:14])([CH3:4])([CH3:3])[CH3:2].N1C(Cl)=NC(Cl)=NC=1Cl.[OH-].[Na+]. The catalyst is CN(C=O)C. The product is [C:1]([O:5][C:6](=[O:19])[NH:7][CH2:8][C:9]1([C:16]#[N:17])[CH2:11][CH:10]1[CH2:12][CH:13]([CH3:14])[CH3:15])([CH3:2])([CH3:4])[CH3:3]. The yield is 0.910. (5) The reactants are [C:1]([O:5][C:6]([N:8]1[CH2:13][CH2:12][N:11]([C:14]2[CH:19]=[CH:18][C:17]([NH:20][C:21]3[N:26]=[C:25]([CH2:27][CH2:28][C:29]4[CH:30]=[C:31]([CH:35]=[CH:36][CH:37]=4)[C:32]([O-:34])=O)[C:24]([C:38]([F:41])([F:40])[F:39])=[CH:23][N:22]=3)=[CH:16][CH:15]=2)[CH2:10][CH2:9]1)=[O:7])([CH3:4])([CH3:3])[CH3:2].[Li+].O[N:44]1C2C=CC=CC=2N=N1.CCN=C=NCCCN(C)C.C(N(CC)C(C)C)(C)C.C(=O)([O-])[O-].[NH4+].[NH4+]. The catalyst is C1COCC1.CN(C=O)C. The product is [C:32]([C:31]1[CH:30]=[C:29]([CH:37]=[CH:36][CH:35]=1)[CH2:28][CH2:27][C:25]1[C:24]([C:38]([F:41])([F:39])[F:40])=[CH:23][N:22]=[C:21]([NH:20][C:17]2[CH:16]=[CH:15][C:14]([N:11]3[CH2:12][CH2:13][N:8]([C:6]([O:5][C:1]([CH3:2])([CH3:4])[CH3:3])=[O:7])[CH2:9][CH2:10]3)=[CH:19][CH:18]=2)[N:26]=1)(=[O:34])[NH2:44]. The yield is 0.740. (6) The yield is 0.930. The reactants are C(NC(C)C)(C)C.C([Li])CCC.[CH3:13][O:14][C:15](=[O:30])[CH2:16][CH:17]1[CH2:22][CH2:21][N:20]([C:23]([O:25][C:26]([CH3:29])([CH3:28])[CH3:27])=[O:24])[CH2:19][CH2:18]1.[H-].[Na+].[CH:33]([C:35]1[C:36]([NH:41][C:42](=[O:47])[C:43]([CH3:46])([CH3:45])[CH3:44])=[N:37][CH:38]=[CH:39][CH:40]=1)=[O:34]. The product is [OH:34][CH:33]([C:35]1[C:36]([NH:41][C:42](=[O:47])[C:43]([CH3:45])([CH3:44])[CH3:46])=[N:37][CH:38]=[CH:39][CH:40]=1)[CH:16]([CH:17]1[CH2:18][CH2:19][N:20]([C:23]([O:25][C:26]([CH3:27])([CH3:29])[CH3:28])=[O:24])[CH2:21][CH2:22]1)[C:15]([O:14][CH3:13])=[O:30]. The catalyst is O1CCCC1. (7) The reactants are [CH2:1]([C:3]([C:15]1[CH:20]=[CH:19][C:18]([OH:21])=[C:17]([CH3:22])[CH:16]=1)([C:6]1[CH:11]=[CH:10][C:9]([C:12]#[CH:13])=[C:8]([CH3:14])[CH:7]=1)[CH2:4][CH3:5])[CH3:2].[Li]CCCC.[CH3:28][C:29]([CH3:35])([CH2:32][CH:33]=[CH2:34])[CH:30]=[O:31].[NH4+].[Cl-]. The catalyst is C1COCC1. The product is [CH2:1]([C:3]([C:15]1[CH:20]=[CH:19][C:18]([OH:21])=[C:17]([CH3:22])[CH:16]=1)([C:6]1[CH:11]=[CH:10][C:9]([C:12]#[C:13][CH:30]([OH:31])[C:29]([CH3:35])([CH3:28])[CH2:32][CH:33]=[CH2:34])=[C:8]([CH3:14])[CH:7]=1)[CH2:4][CH3:5])[CH3:2]. The yield is 0.600.